This data is from Experimentally validated miRNA-target interactions with 360,000+ pairs, plus equal number of negative samples. The task is: Binary Classification. Given a miRNA mature sequence and a target amino acid sequence, predict their likelihood of interaction. (1) The miRNA is hsa-miR-1260b with sequence AUCCCACCACUGCCACCAU. The protein sequence of the target gene is MADQLTEEQVTEFKEAFSLFDKDGDGCITTRELGTVMRSLGQNPTEAELRDMMSEIDRDGNGTVDFPEFLGMMARKMKDTDNEEEIREAFRVFDKDGNGFVSAAELRHVMTRLGEKLSDEEVDEMIRAADTDGDGQVNYEEFVRVLVSK. Result: 0 (no interaction). (2) The protein sequence of the target gene is MRRSKADVERYIASVQGSAPSPREKSMKGFYFAKLYYEAKEYDLAKKYISTYINVQERDPKAHRFLGLLYEVEENIDKAVECYKRSVELNPTQKDLVLKIAELLCKNDVTDGRAKYWVERAAKLFPGSPAIYKLKEQLLDCKGEDGWNKLFDLIQSELYARPDDIHVNIRLVELYRSNKRLKDAVAHCHEADRNTALRSSLEWNLCVVQTLKEYLESLQCLDSDKSTWRATNKDLLLAYANLMLLTLSTRDVQEGRELLESFDSALQSVKSSVGGNDELSATFLETKGHFYMHVGSLLLK.... The miRNA is hsa-miR-4488 with sequence AGGGGGCGGGCUCCGGCG. Result: 0 (no interaction).